Task: Regression. Given two drug SMILES strings and cell line genomic features, predict the synergy score measuring deviation from expected non-interaction effect.. Dataset: NCI-60 drug combinations with 297,098 pairs across 59 cell lines (1) Drug 1: C1CN1C2=NC(=NC(=N2)N3CC3)N4CC4. Drug 2: CC12CCC3C(C1CCC2=O)CC(=C)C4=CC(=O)C=CC34C. Cell line: OVCAR-5. Synergy scores: CSS=19.3, Synergy_ZIP=-7.90, Synergy_Bliss=-1.14, Synergy_Loewe=-2.18, Synergy_HSA=-0.658. (2) Drug 1: CCC1=CC2CC(C3=C(CN(C2)C1)C4=CC=CC=C4N3)(C5=C(C=C6C(=C5)C78CCN9C7C(C=CC9)(C(C(C8N6C)(C(=O)OC)O)OC(=O)C)CC)OC)C(=O)OC.C(C(C(=O)O)O)(C(=O)O)O. Drug 2: C(CN)CNCCSP(=O)(O)O. Cell line: SK-MEL-28. Synergy scores: CSS=46.5, Synergy_ZIP=1.86, Synergy_Bliss=0.882, Synergy_Loewe=-46.3, Synergy_HSA=2.46. (3) Drug 1: CN1CCC(CC1)COC2=C(C=C3C(=C2)N=CN=C3NC4=C(C=C(C=C4)Br)F)OC. Drug 2: CC12CCC3C(C1CCC2O)C(CC4=C3C=CC(=C4)O)CCCCCCCCCS(=O)CCCC(C(F)(F)F)(F)F. Cell line: NCIH23. Synergy scores: CSS=9.89, Synergy_ZIP=0.586, Synergy_Bliss=6.16, Synergy_Loewe=2.83, Synergy_HSA=5.16. (4) Drug 1: CCCS(=O)(=O)NC1=C(C(=C(C=C1)F)C(=O)C2=CNC3=C2C=C(C=N3)C4=CC=C(C=C4)Cl)F. Drug 2: CC1=C2C(C(=O)C3(C(CC4C(C3C(C(C2(C)C)(CC1OC(=O)C(C(C5=CC=CC=C5)NC(=O)OC(C)(C)C)O)O)OC(=O)C6=CC=CC=C6)(CO4)OC(=O)C)OC)C)OC. Cell line: NCI-H226. Synergy scores: CSS=46.9, Synergy_ZIP=16.6, Synergy_Bliss=16.9, Synergy_Loewe=6.67, Synergy_HSA=16.0. (5) Drug 1: C1=NC2=C(N1)C(=S)N=C(N2)N. Drug 2: C1CNP(=O)(OC1)N(CCCl)CCCl. Cell line: CAKI-1. Synergy scores: CSS=46.8, Synergy_ZIP=3.63, Synergy_Bliss=4.86, Synergy_Loewe=-41.3, Synergy_HSA=0.968. (6) Drug 1: CCC1(C2=C(COC1=O)C(=O)N3CC4=CC5=C(C=CC(=C5CN(C)C)O)N=C4C3=C2)O.Cl. Drug 2: CC1CCCC2(C(O2)CC(NC(=O)CC(C(C(=O)C(C1O)C)(C)C)O)C(=CC3=CSC(=N3)C)C)C. Cell line: OVCAR-8. Synergy scores: CSS=55.6, Synergy_ZIP=-3.64, Synergy_Bliss=-6.17, Synergy_Loewe=-3.72, Synergy_HSA=-1.63. (7) Drug 1: CC1=C(C=C(C=C1)NC(=O)C2=CC=C(C=C2)CN3CCN(CC3)C)NC4=NC=CC(=N4)C5=CN=CC=C5. Drug 2: C1=CC=C(C(=C1)C(C2=CC=C(C=C2)Cl)C(Cl)Cl)Cl. Cell line: LOX IMVI. Synergy scores: CSS=13.1, Synergy_ZIP=10.0, Synergy_Bliss=12.4, Synergy_Loewe=0.427, Synergy_HSA=1.94. (8) Drug 1: CC1=CC=C(C=C1)C2=CC(=NN2C3=CC=C(C=C3)S(=O)(=O)N)C(F)(F)F. Drug 2: CCCCC(=O)OCC(=O)C1(CC(C2=C(C1)C(=C3C(=C2O)C(=O)C4=C(C3=O)C=CC=C4OC)O)OC5CC(C(C(O5)C)O)NC(=O)C(F)(F)F)O. Cell line: MCF7. Synergy scores: CSS=10.9, Synergy_ZIP=-2.43, Synergy_Bliss=-3.87, Synergy_Loewe=-21.6, Synergy_HSA=-9.72. (9) Drug 1: CCCS(=O)(=O)NC1=C(C(=C(C=C1)F)C(=O)C2=CNC3=C2C=C(C=N3)C4=CC=C(C=C4)Cl)F. Drug 2: CCN(CC)CCNC(=O)C1=C(NC(=C1C)C=C2C3=C(C=CC(=C3)F)NC2=O)C. Cell line: NCI-H460. Synergy scores: CSS=-7.31, Synergy_ZIP=2.59, Synergy_Bliss=-0.825, Synergy_Loewe=-3.24, Synergy_HSA=-3.57.